Dataset: Full USPTO retrosynthesis dataset with 1.9M reactions from patents (1976-2016). Task: Predict the reactants needed to synthesize the given product. (1) Given the product [CH2:9]([CH:2]1[CH2:3][CH2:4][CH2:5][CH2:6][C:1]1=[O:7])[CH2:10][CH3:11], predict the reactants needed to synthesize it. The reactants are: [C:1]1(=[O:7])[CH2:6][CH2:5][CH2:4][CH2:3][CH2:2]1.[Li+].[CH3:9][CH:10]([N-]C(C)C)[CH3:11].ICCC. (2) Given the product [CH3:16][S:17]([C:20]1[CH:21]=[C:22]([CH:26]=[C:27]([C:29]([F:32])([F:31])[F:30])[N:28]=1)[C:23]([N:2]([CH3:1])[C:3]1[CH:4]=[N:5][CH:6]=[CH:7][C:8]=1[C:9]1[CH:14]=[CH:13][CH:12]=[CH:11][C:10]=1[CH3:15])=[O:25])(=[O:18])=[O:19], predict the reactants needed to synthesize it. The reactants are: [CH3:1][NH:2][C:3]1[CH:4]=[N:5][CH:6]=[CH:7][C:8]=1[C:9]1[CH:14]=[CH:13][CH:12]=[CH:11][C:10]=1[CH3:15].[CH3:16][S:17]([C:20]1[CH:21]=[C:22]([CH:26]=[C:27]([C:29]([F:32])([F:31])[F:30])[N:28]=1)[C:23]([OH:25])=O)(=[O:19])=[O:18]. (3) Given the product [Br:9][C:5]1[CH:4]=[N:3][C:2]2[NH:1][C:19](=[O:20])[C:13]([CH3:24])([C:14]([O:16][CH2:17][CH3:18])=[O:15])[O:8][C:7]=2[CH:6]=1, predict the reactants needed to synthesize it. The reactants are: [NH2:1][C:2]1[C:7]([OH:8])=[CH:6][C:5]([Br:9])=[CH:4][N:3]=1.[F-].[K+].Br[C:13]([CH3:24])([C:19](OCC)=[O:20])[C:14]([O:16][CH2:17][CH3:18])=[O:15]. (4) The reactants are: I[C:2]1[C:10]2[C:5](=[N:6][CH:7]=[N:8][C:9]=2[NH2:11])[NH:4][N:3]=1.[F:12][C:13]1[CH:14]=[C:15](B(O)O)[CH:16]=[C:17]([O:19][CH3:20])[CH:18]=1. Given the product [F:12][C:13]1[CH:14]=[C:15]([C:2]2[C:10]3[C:5](=[N:6][CH:7]=[N:8][C:9]=3[NH2:11])[NH:4][N:3]=2)[CH:16]=[C:17]([O:19][CH3:20])[CH:18]=1, predict the reactants needed to synthesize it.